This data is from Peptide-MHC class I binding affinity with 185,985 pairs from IEDB/IMGT. The task is: Regression. Given a peptide amino acid sequence and an MHC pseudo amino acid sequence, predict their binding affinity value. This is MHC class I binding data. (1) The peptide sequence is NMVSDTIMKR. The MHC is HLA-A31:01 with pseudo-sequence HLA-A31:01. The binding affinity (normalized) is 0.471. (2) The binding affinity (normalized) is 0.384. The MHC is Patr-B2401 with pseudo-sequence Patr-B2401. The peptide sequence is ADEGLNRRV. (3) The peptide sequence is VMADFDLEM. The MHC is HLA-A29:02 with pseudo-sequence HLA-A29:02. The binding affinity (normalized) is 1.00. (4) The peptide sequence is SLVWAPLILAYF. The MHC is HLA-B44:02 with pseudo-sequence HLA-B44:02. The binding affinity (normalized) is 0.103.